The task is: Predict the product of the given reaction.. This data is from Forward reaction prediction with 1.9M reactions from USPTO patents (1976-2016). (1) Given the reactants [C:1]([O:9][CH2:10][CH3:11])(=[O:8])[CH2:2][C:3]([O:5][CH2:6][CH3:7])=[O:4].[H-].[Na+].Br[C:15]1[C:20]([F:21])=[CH:19][CH:18]=[CH:17][C:16]=1[CH3:22].Cl, predict the reaction product. The product is: [F:21][C:20]1[CH:19]=[CH:18][CH:17]=[C:16]([CH3:22])[C:15]=1[CH:2]([C:3]([O:5][CH2:6][CH3:7])=[O:4])[C:1]([O:9][CH2:10][CH3:11])=[O:8]. (2) Given the reactants [NH2:1][C:2]1[CH:10]=[CH:9][C:8]([C:11]#[N:12])=[C:7]2[C:3]=1[CH:4]=[CH:5][NH:6]2.C([O-])([O-])=[O:14].[K+].[K+].OO.O, predict the reaction product. The product is: [NH2:1][C:2]1[CH:10]=[CH:9][C:8]([C:11]([NH2:12])=[O:14])=[C:7]2[C:3]=1[CH:4]=[CH:5][NH:6]2. (3) Given the reactants [Cl:1][C:2]1[N:7]=[N:6][C:5]([NH:8][NH:9][C:10](=O)[C:11]2[CH:16]=[C:15]([O:17][CH3:18])[CH:14]=[CH:13][C:12]=2[O:19][CH3:20])=[CH:4][CH:3]=1, predict the reaction product. The product is: [Cl:1][C:2]1[CH:3]=[CH:4][C:5]2[N:6]([C:10]([C:11]3[CH:16]=[C:15]([O:17][CH3:18])[CH:14]=[CH:13][C:12]=3[O:19][CH3:20])=[N:9][N:8]=2)[N:7]=1. (4) Given the reactants C[O:2][C:3](=[O:36])[CH2:4][NH:5][C:6]([C:8]1[N:9]=[C:10]([NH:13][C:14]([NH:16][CH2:17][C:18]2[CH:23]=[CH:22][CH:21]=[CH:20][C:19]=2[O:24][CH2:25][CH2:26][CH2:27][NH:28][C:29]([O:31][C:32]([CH3:35])([CH3:34])[CH3:33])=[O:30])=[O:15])[S:11][CH:12]=1)=[O:7].O[Li].O, predict the reaction product. The product is: [C:32]([O:31][C:29]([NH:28][CH2:27][CH2:26][CH2:25][O:24][C:19]1[CH:20]=[CH:21][CH:22]=[CH:23][C:18]=1[CH2:17][NH:16][C:14](=[O:15])[NH:13][C:10]1[S:11][CH:12]=[C:8]([C:6]([NH:5][CH2:4][C:3]([OH:36])=[O:2])=[O:7])[N:9]=1)=[O:30])([CH3:35])([CH3:33])[CH3:34]. (5) Given the reactants O=[C:2]1[C:10]2[C:5](=[CH:6][CH:7]=[C:8]([C:11]#[N:12])[CH:9]=2)[C:4]2([CH2:17][CH2:16][CH2:15][N:14]3[CH:18]=[N:19][CH:20]=[C:13]23)[NH:3]1.B.O1CCCC1, predict the reaction product. The product is: [C:4]12([CH2:17][CH2:16][CH2:15][N:14]3[CH:18]=[N:19][CH:20]=[C:13]13)[C:5]1[C:10](=[CH:9][C:8]([C:11]#[N:12])=[CH:7][CH:6]=1)[CH2:2][NH:3]2. (6) Given the reactants [Cl:1][C:2]1[C:3]([NH:12][S:13]([C:16]2[CH:25]=[CH:24][C:19]([C:20]([O:22][CH3:23])=[O:21])=[CH:18][CH:17]=2)(=[O:15])=[O:14])=[N:4][CH:5]=[C:6]([C:8]([F:11])([F:10])[F:9])[CH:7]=1.Br[CH2:27][C:28]1[CH:33]=[CH:32][C:31]([F:34])=[C:30]([Cl:35])[CH:29]=1, predict the reaction product. The product is: [Cl:35][C:30]1[CH:29]=[C:28]([CH:33]=[CH:32][C:31]=1[F:34])[CH2:27][N:12]([C:3]1[C:2]([Cl:1])=[CH:7][C:6]([C:8]([F:11])([F:9])[F:10])=[CH:5][N:4]=1)[S:13]([C:16]1[CH:25]=[CH:24][C:19]([C:20]([O:22][CH3:23])=[O:21])=[CH:18][CH:17]=1)(=[O:15])=[O:14]. (7) Given the reactants CCN(C(C)C)C(C)C.[C:10]([NH:13][C:14]1[CH:15]=[C:16]([N:20]2[C:24]3[CH:25]=[CH:26][C:27]([C:29](O)=[O:30])=[CH:28][C:23]=3[N:22]=[CH:21]2)[CH:17]=[CH:18][CH:19]=1)(=[O:12])[CH3:11].C(Cl)CCl.C1C=CC2N(O)N=NC=2C=1.[NH2:46][CH2:47][C:48]1[CH:49]=[N:50][CH:51]=[CH:52][CH:53]=1, predict the reaction product. The product is: [C:10]([NH:13][C:14]1[CH:15]=[C:16]([N:20]2[C:24]3[CH:25]=[CH:26][C:27]([C:29]([NH:46][CH2:47][C:48]4[CH:49]=[N:50][CH:51]=[CH:52][CH:53]=4)=[O:30])=[CH:28][C:23]=3[N:22]=[CH:21]2)[CH:17]=[CH:18][CH:19]=1)(=[O:12])[CH3:11]. (8) Given the reactants [O:1]=[C:2]1[NH:7][N:6]=[C:5]([C:8]2[S:12][C:11]([C:13]([O:15]CC)=O)=[N:10][C:9]=2[C:18]2[CH:23]=[CH:22][CH:21]=[CH:20][CH:19]=2)[CH:4]=[CH:3]1.[CH:24]1([NH2:27])[CH2:26][CH2:25]1, predict the reaction product. The product is: [CH:24]1([NH:27][C:13]([C:11]2[S:12][C:8]([C:5]3[CH:4]=[CH:3][C:2](=[O:1])[NH:7][N:6]=3)=[C:9]([C:18]3[CH:19]=[CH:20][CH:21]=[CH:22][CH:23]=3)[N:10]=2)=[O:15])[CH2:26][CH2:25]1. (9) Given the reactants [O:1]1[C:5]2([CH2:10][CH2:9][CH:8]([C:11]3[N:16]=[CH:15][C:14]([NH2:17])=[CH:13][CH:12]=3)[CH2:7][CH2:6]2)[O:4][CH2:3][CH2:2]1.[F:18][C:19]([F:30])([F:29])[C:20](O[C:20](=[O:21])[C:19]([F:30])([F:29])[F:18])=[O:21], predict the reaction product. The product is: [O:1]1[C:5]2([CH2:10][CH2:9][CH:8]([C:11]3[N:16]=[CH:15][C:14]([NH:17][C:20](=[O:21])[C:19]([F:30])([F:29])[F:18])=[CH:13][CH:12]=3)[CH2:7][CH2:6]2)[O:4][CH2:3][CH2:2]1. (10) Given the reactants N1CCCCC1.[CH3:7][O:8][C:9]1[CH:16]=[CH:15][C:12]([CH:13]=O)=[CH:11][C:10]=1[O:17][C:18]#[C:19][CH2:20][CH3:21].C([CH2:25][C:26]([NH:28][C:29]1[CH:37]=[CH:36][CH:35]=[CH:34][C:30]=1[C:31]([OH:33])=[O:32])=[O:27])(O)=O.Cl, predict the reaction product. The product is: [CH2:18]([O:17][C:10]1[CH:11]=[C:12](/[CH:13]=[CH:25]/[C:26]([NH:28][C:29]2[CH:37]=[CH:36][CH:35]=[CH:34][C:30]=2[C:31]([OH:33])=[O:32])=[O:27])[CH:15]=[CH:16][C:9]=1[O:8][CH3:7])[CH2:19][C:20]#[CH:21].